From a dataset of Full USPTO retrosynthesis dataset with 1.9M reactions from patents (1976-2016). Predict the reactants needed to synthesize the given product. (1) Given the product [CH:1]([N:4]1[C:9](=[O:10])[CH:8]=[CH:7][C:6]([CH:11]([C:12](=[O:19])[C:13]2[CH:14]=[CH:15][CH:16]=[CH:17][CH:18]=2)[CH2:27][CH2:26][C:25]([O:24][CH2:22][CH3:23])=[O:29])=[N:5]1)([CH3:3])[CH3:2], predict the reactants needed to synthesize it. The reactants are: [CH:1]([N:4]1[C:9](=[O:10])[CH:8]=[CH:7][C:6]([CH2:11][C:12](=[O:19])[C:13]2[CH:18]=[CH:17][CH:16]=[CH:15][CH:14]=2)=[N:5]1)([CH3:3])[CH3:2].[H-].[Na+].[CH2:22]([O:24][C:25](=[O:29])[CH2:26][CH2:27]Br)[CH3:23].Cl. (2) Given the product [CH2:41]([N:38]1[C:33]2=[N:34][C:35]([CH2:36][CH3:37])=[C:30]([CH2:29][NH:28][C:26]([C:22]3[CH:23]=[CH:24][CH:25]=[C:20]([C:18]([NH:17][CH2:16][C:11]4[CH:10]=[C:9]([C:5]5[CH:4]=[CH:3][CH:8]=[C:7]([CH2:50][N:51]([CH2:52][CH2:53][N:54]([CH3:57])[CH3:55])[CH3:56])[CH:6]=5)[C:14]([F:15])=[CH:13][CH:12]=4)=[O:19])[CH:21]=3)=[O:27])[C:31]([NH:43][CH:44]3[CH2:49][CH2:48][O:47][CH2:46][CH2:45]3)=[C:32]2[CH:40]=[N:39]1)[CH3:42], predict the reactants needed to synthesize it. The reactants are: ClC[C:3]1[CH:4]=[C:5]([C:9]2[C:14]([F:15])=[CH:13][CH:12]=[C:11]([CH2:16][NH:17][C:18]([C:20]3[CH:25]=[CH:24][CH:23]=[C:22]([C:26]([NH:28][CH2:29][C:30]4[C:31]([NH:43][CH:44]5[CH2:49][CH2:48][O:47][CH2:46][CH2:45]5)=[C:32]5[CH:40]=[N:39][N:38]([CH2:41][CH3:42])[C:33]5=[N:34][C:35]=4[CH2:36][CH3:37])=[O:27])[CH:21]=3)=[O:19])[CH:10]=2)[CH:6]=[CH:7][CH:8]=1.[CH3:50][N:51]([CH3:56])[CH2:52][CH2:53][NH:54][CH3:55].[CH2:57]1COCC1. (3) Given the product [CH:3]1[C:4]2[C:9](=[CH:8][CH:7]=[CH:6][CH:5]=2)[CH:10]=[CH:11][C:2]=1[C:16]1[CH:17]=[CH:18][C:13]([OH:12])=[CH:14][CH:15]=1, predict the reactants needed to synthesize it. The reactants are: Br[C:2]1[CH:11]=[CH:10][C:9]2[C:4](=[CH:5][CH:6]=[CH:7][CH:8]=2)[CH:3]=1.[OH:12][C:13]1[CH:18]=[CH:17][C:16](B(O)O)=[CH:15][CH:14]=1.P([O-])([O-])([O-])=O.[K+].[K+].[K+].C1(P(C2CCCCC2)C2CCCCC2)CCCCC1. (4) Given the product [Br:18][C:8]1[CH:9]=[C:10]([C:15]([NH2:17])=[O:16])[C:11]2[NH:12][C:13]3[C:5]([C:6]=2[CH:7]=1)=[CH:4][CH:3]=[C:2]([N:1]1[CH2:24][CH2:23][O:22][CH2:21][CH2:20]1)[CH:14]=3, predict the reactants needed to synthesize it. The reactants are: [NH2:1][C:2]1[CH:14]=[C:13]2[C:5]([C:6]3[CH:7]=[C:8]([Br:18])[CH:9]=[C:10]([C:15]([NH2:17])=[O:16])[C:11]=3[NH:12]2)=[CH:4][CH:3]=1.Cl[CH2:20][CH2:21][O:22][CH2:23][CH2:24]Cl.C(=O)([O-])[O-].[Na+].[Na+]. (5) Given the product [NH:1]1[C:5]2[CH:6]=[CH:7][C:8]([C:10]3[CH:44]=[C:43]([Cl:45])[CH:42]=[CH:41][C:11]=3[O:12][C:13]3[C:18]([F:19])=[CH:17][C:16]([S:20]([NH:23][C:24]4[S:28][N:27]=[CH:26][N:25]=4)(=[O:21])=[O:22])=[C:15]([F:40])[CH:14]=3)=[CH:9][C:4]=2[N:3]=[CH:2]1, predict the reactants needed to synthesize it. The reactants are: [NH:1]1[C:5]2[CH:6]=[CH:7][C:8]([C:10]3[CH:44]=[C:43]([Cl:45])[CH:42]=[CH:41][C:11]=3[O:12][C:13]3[C:18]([F:19])=[CH:17][C:16]([S:20]([N:23](CC4C=CC(OC)=CC=4OC)[C:24]4[S:28][N:27]=[CH:26][N:25]=4)(=[O:22])=[O:21])=[C:15]([F:40])[CH:14]=3)=[CH:9][C:4]=2[N:3]=[CH:2]1.FC(F)(F)C(O)=O.